Dataset: Peptide-MHC class II binding affinity with 134,281 pairs from IEDB. Task: Regression. Given a peptide amino acid sequence and an MHC pseudo amino acid sequence, predict their binding affinity value. This is MHC class II binding data. The peptide sequence is KKPTGKVTLEADVILPI. The MHC is DRB4_0103 with pseudo-sequence DRB4_0103. The binding affinity (normalized) is 0.337.